This data is from Catalyst prediction with 721,799 reactions and 888 catalyst types from USPTO. The task is: Predict which catalyst facilitates the given reaction. (1) Reactant: [ClH:1].[NH:2]1[CH2:7][CH2:6][O:5][CH:4]([C:8]2[CH:13]=[CH:12][C:11]([NH:14][C:15]([C:17]3[CH:34]=[CH:33][C:20]([O:21][CH2:22][C:23]4[CH:32]=[CH:31][C:26]([C:27]([O:29]C)=[O:28])=[CH:25][CH:24]=4)=[CH:19][CH:18]=3)=[O:16])=[CH:10][CH:9]=2)[CH2:3]1.CO.[Li+].[OH-]. Product: [ClH:1].[NH:2]1[CH2:7][CH2:6][O:5][CH:4]([C:8]2[CH:13]=[CH:12][C:11]([NH:14][C:15]([C:17]3[CH:34]=[CH:33][C:20]([O:21][CH2:22][C:23]4[CH:32]=[CH:31][C:26]([C:27]([OH:29])=[O:28])=[CH:25][CH:24]=4)=[CH:19][CH:18]=3)=[O:16])=[CH:10][CH:9]=2)[CH2:3]1. The catalyst class is: 1. (2) Reactant: CC(OC([N:8]1[CH2:13][CH2:12][CH:11]([CH2:14][C:15]2[CH:16]=[C:17]([CH:21]=[CH:22][CH:23]=2)[C:18]([OH:20])=O)[CH2:10][CH2:9]1)=O)(C)C.[NH2:24][CH2:25][C:26]1[CH:27]=[C:28]([C:32]2[N:37]=[C:36]([CH2:38][N:39]3[CH2:44][CH2:43][N:42](C(OC(C)(C)C)=O)[C@@H:41]([CH3:52])[CH2:40]3)[CH:35]=[CH:34][CH:33]=2)[CH:29]=[CH:30][CH:31]=1.C(Cl)CCl.C1C=CC2N(O)N=NC=2C=1.C([O-])([O-])=O.[Na+].[Na+].C(O)(C(F)(F)F)=O. Product: [CH3:52][C@@H:41]1[NH:42][CH2:43][CH2:44][N:39]([CH2:38][C:36]2[N:37]=[C:32]([C:28]3[CH:27]=[C:26]([CH2:25][NH:24][C:18](=[O:20])[C:17]4[CH:21]=[CH:22][CH:23]=[C:15]([CH2:14][CH:11]5[CH2:10][CH2:9][NH:8][CH2:13][CH2:12]5)[CH:16]=4)[CH:31]=[CH:30][CH:29]=3)[CH:33]=[CH:34][CH:35]=2)[CH2:40]1. The catalyst class is: 22. (3) Reactant: [CH3:1][O:2][C:3](=[O:22])[C:4]1[CH:9]=[CH:8][C:7]([CH2:10][NH:11][C@H:12]2[CH2:17][CH2:16][C@H:15]([C:18]([CH3:21])([CH3:20])[CH3:19])[CH2:14][CH2:13]2)=[CH:6][CH:5]=1.[C:23]([O:27][C:28](O[C:28]([O:27][C:23]([CH3:26])([CH3:25])[CH3:24])=[O:29])=[O:29])([CH3:26])([CH3:25])[CH3:24].C(N(C(C)C)CC)(C)C. Product: [CH3:1][O:2][C:3](=[O:22])[C:4]1[CH:9]=[CH:8][C:7]([CH2:10][N:11]([C:28]([O:27][C:23]([CH3:26])([CH3:25])[CH3:24])=[O:29])[C@H:12]2[CH2:17][CH2:16][C@H:15]([C:18]([CH3:19])([CH3:21])[CH3:20])[CH2:14][CH2:13]2)=[CH:6][CH:5]=1. The catalyst class is: 1.